Dataset: Full USPTO retrosynthesis dataset with 1.9M reactions from patents (1976-2016). Task: Predict the reactants needed to synthesize the given product. (1) Given the product [Cl:1][C:2]1[N:7]=[C:6]([S:28]([CH3:38])(=[O:32])=[O:29])[N:5]=[C:4]([N:10]2[C:14]3[CH:15]=[C:16]([F:20])[CH:17]=[C:18]([F:19])[C:13]=3[N:12]=[C:11]2[CH3:21])[CH:3]=1, predict the reactants needed to synthesize it. The reactants are: [Cl:1][C:2]1[N:7]=[C:6](SC)[N:5]=[C:4]([N:10]2[C:14]3[CH:15]=[C:16]([F:20])[CH:17]=[C:18]([F:19])[C:13]=3[N:12]=[C:11]2[CH3:21])[CH:3]=1.[O-][Mn](=O)(=O)=O.[K+].[S:28](=[O:32])(=O)(O)[OH:29].OS([O-])=O.[Na+].[CH3:38]C([O-])=O.[K+]. (2) Given the product [Br:1][C:2]1[CH:3]=[CH:4][C:5]([CH:8]([C:24]([O:26][CH2:27][CH3:28])=[O:25])[C:9]([O:11][CH2:12][CH3:13])=[O:10])=[CH:6][CH:7]=1, predict the reactants needed to synthesize it. The reactants are: [Br:1][C:2]1[CH:7]=[CH:6][C:5]([CH2:8][C:9]([O:11][CH2:12][CH3:13])=[O:10])=[CH:4][CH:3]=1.C([N-]C(C)C)(C)C.[Li+].C([C:24]([O:26][CH2:27][CH3:28])=[O:25])#N. (3) Given the product [C:1]([C:3]1[C:4]([N:10]=[CH:11][N:12]([CH3:13])[CH3:14])=[N:5][C:6]([CH2:9][CH3:15])=[CH:7][CH:8]=1)#[N:2], predict the reactants needed to synthesize it. The reactants are: [C:1]([C:3]1[C:4]([N:10]=[CH:11][N:12]([CH3:14])[CH3:13])=[N:5][C:6]([CH3:9])=[CH:7][CH:8]=1)#[N:2].[CH:15]([N-]C(C)C)(C)C.[Li+].CI.C(OCC)(=O)C. (4) Given the product [Cl:12][C:13]1[CH:18]=[CH:17][N:16]2[C:2]([C:5]([O:7][CH2:8][CH3:9])=[O:6])=[CH:3][N:19]=[C:15]2[CH:14]=1, predict the reactants needed to synthesize it. The reactants are: Cl/[C:2](/[C:5]([O:7][CH2:8][CH3:9])=[O:6])=[CH:3]/[O-].[K+].Cl.[Cl:12][C:13]1[CH:18]=[CH:17][N:16]=[C:15]([NH2:19])[CH:14]=1.[OH-].[Na+].